This data is from Cav3 T-type calcium channel HTS with 100,875 compounds. The task is: Binary Classification. Given a drug SMILES string, predict its activity (active/inactive) in a high-throughput screening assay against a specified biological target. (1) The drug is O=C(NCC(C)C)C1CCN(CC1)C(=O)Nc1ccc(cc1)C. The result is 0 (inactive). (2) The compound is Clc1ccc(C2(CCCC2)C(=O)Nc2ccc(cc2)C(OCC)=O)cc1. The result is 0 (inactive). (3) The drug is S=C(N1CCC(N(CC2OCCC2)C)CC1)Nc1c(cc(cc1C)C)C. The result is 0 (inactive). (4) The drug is O(C(=O)C=1CNC(=O)NC1C)CC. The result is 0 (inactive).